The task is: Predict which catalyst facilitates the given reaction.. This data is from Catalyst prediction with 721,799 reactions and 888 catalyst types from USPTO. (1) Reactant: Cl[C:2]1[N:3]=[C:4]2[CH:12]=[CH:11][CH:10]=[N:9][C:5]2=[N:6][C:7]=1[Cl:8].[C:13]1([S:19]([NH2:22])(=[O:21])=[O:20])[CH:18]=[CH:17][CH:16]=[CH:15][CH:14]=1.C([O-])([O-])=O.[K+].[K+]. Product: [Cl:8][C:7]1[N:6]=[C:5]2[N:9]=[CH:10][CH:11]=[CH:12][C:4]2=[N:3][C:2]=1[NH:22][S:19]([C:13]1[CH:18]=[CH:17][CH:16]=[CH:15][CH:14]=1)(=[O:21])=[O:20]. The catalyst class is: 44. (2) Reactant: [Cl:1][C:2]1[CH:7]=[CH:6][C:5]([NH:8][S:9]([C:12]([F:15])([F:14])[F:13])(=[O:11])=[O:10])=[C:4]([C:16](=O)[CH2:17][CH3:18])[CH:3]=1.Cl.[CH2:21]([O:24][NH2:25])[CH:22]=[CH2:23].CC([O-])=O.[Na+]. Product: [CH2:21]([O:24][N:25]=[C:16]([C:4]1[CH:3]=[C:2]([Cl:1])[CH:7]=[CH:6][C:5]=1[NH:8][S:9]([C:12]([F:15])([F:14])[F:13])(=[O:11])=[O:10])[CH2:17][CH3:18])[CH:22]=[CH2:23]. The catalyst class is: 14. (3) Reactant: [NH2:1][CH2:2][C:3]([NH:5][C@@H:6]1[CH2:10][CH2:9][N:8]([CH:11]2[CH2:16][CH2:15][C:14]([OH:23])([C:17]3[CH:22]=[CH:21][CH:20]=[CH:19][N:18]=3)[CH2:13][CH2:12]2)[CH2:7]1)=[O:4].CCN(CC)CC.Cl[C:32]1[S:33][C:34]2[CH:40]=[CH:39][CH:38]=[CH:37][C:35]=2[N:36]=1. Product: [S:33]1[C:34]2[CH:40]=[CH:39][CH:38]=[CH:37][C:35]=2[N:36]=[C:32]1[NH:1][CH2:2][C:3]([NH:5][C@@H:6]1[CH2:10][CH2:9][N:8]([CH:11]2[CH2:12][CH2:13][C:14]([OH:23])([C:17]3[CH:22]=[CH:21][CH:20]=[CH:19][N:18]=3)[CH2:15][CH2:16]2)[CH2:7]1)=[O:4]. The catalyst class is: 32. (4) Reactant: Cl[C:2]1[C:3](=[O:12])[N:4]([CH2:9][O:10][CH3:11])[N:5]=[CH:6][C:7]=1[Cl:8].[CH3:13][O-:14].[Na+]. Product: [Cl:8][C:7]1[CH:6]=[N:5][N:4]([CH2:9][O:10][CH3:11])[C:3](=[O:12])[C:2]=1[O:14][CH3:13]. The catalyst class is: 12.